From a dataset of Reaction yield outcomes from USPTO patents with 853,638 reactions. Predict the reaction yield, written as a fraction of the theoretical maximum amount of product (1.0 means a 100% yield; for example, 0.34 means a 34% yield). (1) The reactants are [O:1]([C:8]1[CH:9]=[C:10]([N:14]([CH2:22][C:23]2[CH:28]=[CH:27][CH:26]=[C:25]([O:29][C:30]([F:35])([F:34])[CH:31]([F:33])[F:32])[CH:24]=2)[CH2:15][CH:16](O)[C:17]([F:20])([F:19])[F:18])[CH:11]=[CH:12][CH:13]=1)[C:2]1[CH:7]=[CH:6][CH:5]=[CH:4][CH:3]=1.C(N(S(F)(F)[F:42])CC)C. The catalyst is ClCCl. The product is [O:1]([C:8]1[CH:9]=[C:10]([N:14]([CH2:15][CH:16]([F:42])[C:17]([F:18])([F:19])[F:20])[CH2:22][C:23]2[CH:28]=[CH:27][CH:26]=[C:25]([O:29][C:30]([F:35])([F:34])[CH:31]([F:32])[F:33])[CH:24]=2)[CH:11]=[CH:12][CH:13]=1)[C:2]1[CH:3]=[CH:4][CH:5]=[CH:6][CH:7]=1. The yield is 0.500. (2) The reactants are [CH:1]([C:3]1[CH:4]=[CH:5][C:6]([N:11]2[CH:15]=[N:14][CH:13]=[N:12]2)=[C:7]([CH:10]=1)[C:8]#[N:9])=O.Cl.[NH2:17][OH:18].C([O-])(=O)C.[Na+].O. The catalyst is C1COCC1.O.C(OCC)(=O)C. The product is [OH:18][N:17]=[CH:1][C:3]1[CH:4]=[CH:5][C:6]([N:11]2[CH:15]=[N:14][CH:13]=[N:12]2)=[C:7]([CH:10]=1)[C:8]#[N:9]. The yield is 0.870. (3) The reactants are CC1(C)C(C)(C)OB([C:9]2[CH:14]=[CH:13][N:12]=[C:11]([NH:15][C:16](=[O:19])[CH2:17][CH3:18])[CH:10]=2)O1.Br[C:22]1[C:23]2[O:32][C:31]([CH2:33][N:34]3[CH2:39][CH2:38][N:37]([S:40]([CH3:43])(=[O:42])=[O:41])[CH2:36][C@H:35]3[CH3:44])=[CH:30][C:24]=2[C:25](=[O:29])[N:26]([CH3:28])[CH:27]=1.C(=O)([O-])[O-].[Na+].[Na+]. The catalyst is C(OCC)(=O)C.O.C1C=CC([P]([Pd]([P](C2C=CC=CC=2)(C2C=CC=CC=2)C2C=CC=CC=2)([P](C2C=CC=CC=2)(C2C=CC=CC=2)C2C=CC=CC=2)[P](C2C=CC=CC=2)(C2C=CC=CC=2)C2C=CC=CC=2)(C2C=CC=CC=2)C2C=CC=CC=2)=CC=1. The product is [CH3:28][N:26]1[CH:27]=[C:22]([C:9]2[CH:14]=[CH:13][N:12]=[C:11]([NH:15][C:16](=[O:19])[CH2:17][CH3:18])[CH:10]=2)[C:23]2[O:32][C:31]([CH2:33][N:34]3[CH2:39][CH2:38][N:37]([S:40]([CH3:43])(=[O:42])=[O:41])[CH2:36][C@H:35]3[CH3:44])=[CH:30][C:24]=2[C:25]1=[O:29]. The yield is 0.240. (4) The reactants are C[O:2][CH:3](OC)[CH2:4][C:5]([CH3:20])([C:14]1[CH:19]=[CH:18][CH:17]=[CH:16][CH:15]=1)[C:6]([CH:8]1[CH2:13][CH2:12][CH2:11][CH2:10][CH2:9]1)=[O:7].Cl. The catalyst is CC(C)=O. The product is [CH:8]1([C:6](=[O:7])[C:5]([CH3:20])([C:14]2[CH:15]=[CH:16][CH:17]=[CH:18][CH:19]=2)[CH2:4][CH:3]=[O:2])[CH2:13][CH2:12][CH2:11][CH2:10][CH2:9]1. The yield is 0.977. (5) The reactants are [CH3:1][C:2]1[CH:7]=[C:6]([CH3:8])[NH:5][C:4](=[O:9])[C:3]=1[CH2:10][NH:11][C:12](=[O:37])[C:13]1[CH:18]=[C:17]([C:19]2[CH:20]=[N:21][C:22]([CH:25]=O)=[CH:23][CH:24]=2)[CH:16]=[C:15]([N:27]([CH2:34][CH3:35])[CH:28]2[CH2:33][CH2:32][O:31][CH2:30][CH2:29]2)[C:14]=1[CH3:36].[CH3:38][NH:39][CH3:40].C(O)(=O)C.C(O[BH-](OC(=O)C)OC(=O)C)(=O)C.[Na+]. The catalyst is ClC(Cl)C. The product is [CH3:1][C:2]1[CH:7]=[C:6]([CH3:8])[NH:5][C:4](=[O:9])[C:3]=1[CH2:10][NH:11][C:12](=[O:37])[C:13]1[CH:18]=[C:17]([C:19]2[CH:20]=[N:21][C:22]([CH2:25][N:39]([CH3:40])[CH3:38])=[CH:23][CH:24]=2)[CH:16]=[C:15]([N:27]([CH2:34][CH3:35])[CH:28]2[CH2:33][CH2:32][O:31][CH2:30][CH2:29]2)[C:14]=1[CH3:36]. The yield is 0.750.